This data is from Forward reaction prediction with 1.9M reactions from USPTO patents (1976-2016). The task is: Predict the product of the given reaction. (1) Given the reactants [CH3:1][C:2]([CH3:31])([CH3:30])[C@H:3]([NH:8][C:9](N1C2CCN(C)CC=2C(C2C=C(F)C(F)=CC=2F)=N1)=[O:10])[C:4]([NH:6][CH3:7])=[O:5].[F:32][C:33]1[CH:38]=[C:37]([C:39]([F:42])([F:41])[F:40])[CH:36]=[CH:35][C:34]=1[C:43]1[C:47]2[CH2:48][N:49](C(OC(C)(C)C)=O)[CH2:50][CH2:51][C:46]=2[NH:45][N:44]=1.F[C:60]1C=C(C2C3CN(C(OC(C)(C)C)=O)CCC=3NN=2)C=CC=1F, predict the reaction product. The product is: [CH3:1][C:2]([CH3:30])([CH3:31])[C@H:3]([NH:8][C:9]([N:45]1[C:46]2[CH2:51][CH2:50][N:49]([CH3:60])[CH2:48][C:47]=2[C:43]([C:34]2[CH:35]=[CH:36][C:37]([C:39]([F:41])([F:42])[F:40])=[CH:38][C:33]=2[F:32])=[N:44]1)=[O:10])[C:4]([NH:6][CH3:7])=[O:5]. (2) Given the reactants [F:1][C:2]1[CH:3]=[C:4]2[C:9](=[CH:10][CH:11]=1)[N:8]=[C:7]([CH:12]([N:14]1[C:18]3=[N:19][CH:20]=[N:21][C:22]([NH2:23])=[C:17]3[C:16](I)=[N:15]1)[CH3:13])[C:6]([C:25]1[CH:26]=[N:27][CH:28]=[C:29]([F:31])[CH:30]=1)=[CH:5]2.[NH:32]1[CH:36]=[C:35](B2OC(C)(C)C(C)(C)O2)[CH:34]=[N:33]1.C(=O)([O-])[O-].[Na+].[Na+], predict the reaction product. The product is: [F:1][C:2]1[CH:3]=[C:4]2[C:9](=[CH:10][CH:11]=1)[N:8]=[C:7]([CH:12]([N:14]1[C:18]3=[N:19][CH:20]=[N:21][C:22]([NH2:23])=[C:17]3[C:16]([C:35]3[CH:36]=[N:32][NH:33][CH:34]=3)=[N:15]1)[CH3:13])[C:6]([C:25]1[CH:26]=[N:27][CH:28]=[C:29]([F:31])[CH:30]=1)=[CH:5]2. (3) Given the reactants [In].[Cl-].[NH4+].[N+:4]([C:7]1[CH:36]=[CH:35][C:10]([CH2:11][N:12]2[CH:17]=[C:16]([C:18]3[O:22][N:21]=[C:20]([C:23]4[CH:28]=[CH:27][C:26]([O:29][C:30]([F:33])([F:32])[F:31])=[CH:25][CH:24]=4)[N:19]=3)[CH:15]=[CH:14][C:13]2=[O:34])=[CH:9][CH:8]=1)([O-])=O.C(OCC)(=O)C, predict the reaction product. The product is: [NH2:4][C:7]1[CH:36]=[CH:35][C:10]([CH2:11][N:12]2[CH:17]=[C:16]([C:18]3[O:22][N:21]=[C:20]([C:23]4[CH:28]=[CH:27][C:26]([O:29][C:30]([F:31])([F:33])[F:32])=[CH:25][CH:24]=4)[N:19]=3)[CH:15]=[CH:14][C:13]2=[O:34])=[CH:9][CH:8]=1. (4) Given the reactants [C:1]([O:5][C:6]([N:8]1[C@H:13]([CH2:14][NH2:15])[CH2:12][C@H:11]2[C@@H:9]1[CH2:10]2)=[O:7])([CH3:4])([CH3:3])[CH3:2].[O:16]1[CH2:21][CH2:20][O:19][C:18]2=[C:22]([C:25](O)=[O:26])[S:23][CH:24]=[C:17]12, predict the reaction product. The product is: [C:1]([O:5][C:6]([N:8]1[C@H:13]([CH2:14][NH:15][C:25]([C:22]2[S:23][CH:24]=[C:17]3[C:18]=2[O:19][CH2:20][CH2:21][O:16]3)=[O:26])[CH2:12][C@H:11]2[C@@H:9]1[CH2:10]2)=[O:7])([CH3:4])([CH3:3])[CH3:2]. (5) Given the reactants [Br:1][C:2]1[CH:7]=[CH:6][C:5]([C:8]2[C:17](=O)[C:16]3[C:11](=[CH:12][C:13]([OH:20])=[C:14]([Cl:19])[CH:15]=3)[O:10][C:9]=2[CH3:21])=[CH:4][CH:3]=1.O.[NH2:23][NH2:24], predict the reaction product. The product is: [Br:1][C:2]1[CH:7]=[CH:6][C:5]([C:8]2[C:17]([C:16]3[CH:15]=[C:14]([Cl:19])[C:13]([OH:20])=[CH:12][C:11]=3[OH:10])=[N:23][NH:24][C:9]=2[CH3:21])=[CH:4][CH:3]=1. (6) Given the reactants Br[C:2]1[CH:3]=[CH:4][C:5]([O:8][CH2:9][CH:10]2[CH2:14][CH2:13][CH2:12][CH2:11]2)=[N:6][CH:7]=1.C([Li])CCC.CN([CH:23]=[O:24])C.O, predict the reaction product. The product is: [CH:10]1([CH2:9][O:8][C:5]2[CH:4]=[CH:3][C:2]([CH:23]=[O:24])=[CH:7][N:6]=2)[CH2:14][CH2:13][CH2:12][CH2:11]1.